From a dataset of Forward reaction prediction with 1.9M reactions from USPTO patents (1976-2016). Predict the product of the given reaction. (1) Given the reactants C[C:2]1[N:3]([CH3:12])[C:4]([CH:10]=[O:11])=[CH:5][C:6]=1[C:7]([OH:9])=[O:8].[C:13](OC(O[C:13]([CH3:16])([CH3:15])[CH3:14])N(C)C)([CH3:16])([CH3:15])[CH3:14], predict the reaction product. The product is: [CH:10]([C:4]1[N:3]([CH3:12])[CH:2]=[C:6]([C:7]([O:9][C:13]([CH3:16])([CH3:15])[CH3:14])=[O:8])[CH:5]=1)=[O:11]. (2) Given the reactants [NH2:1][CH2:2][C:3]1[CH:4]=[CH:5][C:6]2[N:10]=[C:9]([CH2:11][CH2:12][CH2:13][CH2:14][N:15]([CH2:19][CH2:20][CH3:21])[CH2:16][CH2:17][CH3:18])[N:8]([CH2:22][CH2:23][CH3:24])[C:7]=2[CH:25]=1.C(OC)(OC)OC.[NH:33]1[CH:37]=[CH:36][N:35]=[C:34]1[CH:38]=O.[BH4-].[Na+], predict the reaction product. The product is: [NH:33]1[CH:37]=[CH:36][N:35]=[C:34]1[CH2:38][N:1]([CH2:2][C:3]1[CH:4]=[CH:5][C:6]2[N:10]=[C:9]([CH2:11][CH2:12][CH2:13][CH2:14][N:15]([CH2:16][CH2:17][CH3:18])[CH2:19][CH2:20][CH3:21])[N:8]([CH2:22][CH2:23][CH3:24])[C:7]=2[CH:25]=1)[CH2:11][C:9]1[NH:8][CH:7]=[CH:6][N:10]=1. (3) Given the reactants [F:1][C:2]1[CH:7]=[CH:6][C:5]([C:8]2[C:17]3[C:12](=[CH:13][C:14]([CH2:18][NH:19][C:20]4[O:21][C:22]([C:25]([OH:32])([C:28]([F:31])([F:30])[F:29])[CH2:26][CH3:27])=[N:23][N:24]=4)=[CH:15][CH:16]=3)[O:11][C:10](=[O:33])[CH:9]=2)=[CH:4][CH:3]=1.CI.[C:36]([O-])([O-])=O.[K+].[K+], predict the reaction product. The product is: [F:1][C:2]1[CH:7]=[CH:6][C:5]([C:8]2[C:17]3[C:12](=[CH:13][C:14]([CH2:18][N:19]([C:20]4[O:21][C:22]([C:25]([OH:32])([C:28]([F:30])([F:31])[F:29])[CH2:26][CH3:27])=[N:23][N:24]=4)[CH3:36])=[CH:15][CH:16]=3)[O:11][C:10](=[O:33])[CH:9]=2)=[CH:4][CH:3]=1. (4) Given the reactants [C:1]([C:3]1[CH:11]=[CH:10][C:6]([C:7]([OH:9])=O)=[CH:5][N:4]=1)#[N:2].[C:12]1([NH2:19])[CH:17]=[CH:16][CH:15]=[CH:14][C:13]=1[NH2:18], predict the reaction product. The product is: [NH2:2][CH2:1][C:3]1[CH:11]=[CH:10][C:6]([C:7]([NH:18][C:13]2[CH:14]=[CH:15][CH:16]=[CH:17][C:12]=2[NH2:19])=[O:9])=[CH:5][N:4]=1. (5) Given the reactants [F:1][C:2]1[CH:10]=[CH:9][CH:8]=[C:7]([F:11])[C:3]=1[C:4](Cl)=[O:5].[CH3:12][O:13][C:14]1[CH:22]=[C:21]2[C:17]([CH2:18][CH2:19][CH2:20]2)=[CH:16][C:15]=1[C:23]1[CH:24]=[CH:25][C:26]([NH2:29])=[N:27][CH:28]=1.CCN(C(C)C)C(C)C, predict the reaction product. The product is: [F:1][C:2]1[CH:10]=[CH:9][CH:8]=[C:7]([F:11])[C:3]=1[C:4]([NH:29][C:26]1[CH:25]=[CH:24][C:23]([C:15]2[CH:16]=[C:17]3[C:21](=[CH:22][C:14]=2[O:13][CH3:12])[CH2:20][CH2:19][CH2:18]3)=[CH:28][N:27]=1)=[O:5]. (6) The product is: [CH3:18][C:15]1[CH:16]=[CH:17][C:12]([CH:8]([C:5]2[CH:4]=[CH:3][C:2]([CH3:1])=[CH:7][CH:6]=2)[C:9]([NH:19][CH2:20][CH2:21][CH2:22][N:23]2[CH2:24][CH2:25][CH:26]([C:29]3[CH:30]=[CH:31][C:32]([F:41])=[C:33]([NH:35][C:36](=[O:40])[CH2:37][CH2:38][CH3:39])[CH:34]=3)[CH2:27][CH2:28]2)=[O:11])=[CH:13][CH:14]=1. Given the reactants [CH3:1][C:2]1[CH:7]=[CH:6][C:5]([CH:8]([C:12]2[CH:17]=[CH:16][C:15]([CH3:18])=[CH:14][CH:13]=2)[C:9]([OH:11])=O)=[CH:4][CH:3]=1.[NH2:19][CH2:20][CH2:21][CH2:22][N:23]1[CH2:28][CH2:27][CH:26]([C:29]2[CH:30]=[CH:31][C:32]([F:41])=[C:33]([NH:35][C:36](=[O:40])[CH2:37][CH2:38][CH3:39])[CH:34]=2)[CH2:25][CH2:24]1, predict the reaction product. (7) Given the reactants [C:1](OC(OCC)OCC)(=O)C.[CH3:12][CH:13]([CH3:27])[CH2:14][NH:15][C:16]1[C:25]2[C:20](=[CH:21][CH:22]=[CH:23][N:24]=2)[N:19]=[CH:18][C:17]=1[NH2:26].C(=O)([O-])[O-].[K+].[K+], predict the reaction product. The product is: [CH3:12][CH:13]([CH3:27])[CH2:14][N:15]1[C:16]2[C:25]3[N:24]=[CH:23][CH:22]=[CH:21][C:20]=3[N:19]=[CH:18][C:17]=2[N:26]=[CH:1]1.